This data is from Peptide-MHC class I binding affinity with 185,985 pairs from IEDB/IMGT. The task is: Regression. Given a peptide amino acid sequence and an MHC pseudo amino acid sequence, predict their binding affinity value. This is MHC class I binding data. The peptide sequence is LVQYRILPM. The MHC is HLA-A02:01 with pseudo-sequence HLA-A02:01. The binding affinity (normalized) is 0.0338.